Dataset: Full USPTO retrosynthesis dataset with 1.9M reactions from patents (1976-2016). Task: Predict the reactants needed to synthesize the given product. (1) Given the product [F:1][C:2]1[CH:8]=[C:7]([CH3:9])[CH:6]=[CH:5][C:3]=1[NH:4][C:10](=[O:12])[CH3:11], predict the reactants needed to synthesize it. The reactants are: [F:1][C:2]1[CH:8]=[C:7]([CH3:9])[CH:6]=[CH:5][C:3]=1[NH2:4].[C:10](OC(=O)C)(=[O:12])[CH3:11].C(=O)(O)[O-].[Na+]. (2) Given the product [C:7]([O:11][C:12]([N:14]1[CH2:18][CH2:17][CH2:16][C:15]1=[O:22])=[O:13])([CH3:10])([CH3:9])[CH3:8], predict the reactants needed to synthesize it. The reactants are: N1C=CC=CC=1.[C:7]([O:11][C:12]([N:14]1[CH2:18][CH2:17][CH:16](O)[CH2:15]1)=[O:13])([CH3:10])([CH3:9])[CH3:8].C(OC(=O)C)(=[O:22])C.C(OCC)(=O)C. (3) Given the product [Cl:41][C:29]1[CH:28]=[C:27]([NH:26][C:24]2[C:25]3[N:17]([CH2:16][CH2:15][O:14][CH2:13][CH2:12][OH:11])[CH:18]=[CH:19][C:20]=3[N:21]=[CH:22][N:23]=2)[CH:32]=[CH:31][C:30]=1[O:33][C:34]1[CH:35]=[C:36]([NH:40][C:45](=[O:46])[CH2:44][C:43]([OH:42])([CH3:49])[CH3:48])[CH:37]=[CH:38][CH:39]=1, predict the reactants needed to synthesize it. The reactants are: Cl.Cl.C([O:11][CH2:12][CH2:13][O:14][CH2:15][CH2:16][N:17]1[C:25]2[C:24]([NH:26][C:27]3[CH:32]=[CH:31][C:30]([O:33][C:34]4[CH:39]=[CH:38][CH:37]=[C:36]([NH2:40])[CH:35]=4)=[C:29]([Cl:41])[CH:28]=3)=[N:23][CH:22]=[N:21][C:20]=2[CH:19]=[CH:18]1)(=O)C1C=CC=CC=1.[OH:42][C:43]([CH3:49])([CH3:48])[CH2:44][C:45](O)=[O:46].Cl.C(N=C=NCCCN(C)C)C.ON1C2C=CC=CC=2N=N1.[OH-].[Na+]. (4) Given the product [F:33][C:34]1[CH:38]=[CH:37][N:36]([C:2]2[CH:3]=[C:4]([N:8]3[C:12]4[N:13]=[CH:14][N:15]([CH2:18][C:19]5([OH:32])[CH2:24][CH2:23][N:22]([C:25]([O:27][C:28]([CH3:31])([CH3:30])[CH3:29])=[O:26])[CH2:21][CH2:20]5)[C:16](=[O:17])[C:11]=4[CH:10]=[N:9]3)[CH:5]=[CH:6][CH:7]=2)[N:35]=1, predict the reactants needed to synthesize it. The reactants are: Br[C:2]1[CH:3]=[C:4]([N:8]2[C:12]3[N:13]=[CH:14][N:15]([CH2:18][C:19]4([OH:32])[CH2:24][CH2:23][N:22]([C:25]([O:27][C:28]([CH3:31])([CH3:30])[CH3:29])=[O:26])[CH2:21][CH2:20]4)[C:16](=[O:17])[C:11]=3[CH:10]=[N:9]2)[CH:5]=[CH:6][CH:7]=1.[F:33][C:34]1[CH:38]=[CH:37][NH:36][N:35]=1.C(=O)([O-])[O-].[K+].[K+].[C@@H]1(N)CCCC[C@H]1N. (5) Given the product [S:34]1[CH:35]=[CH:36][C:32]([CH2:31][NH:30][C:26]2[N:25]=[C:24]([C:21]3[N:17]4[CH:18]=[CH:19][N:20]=[C:15]([NH:14][CH:11]5[CH2:12][CH2:13][CH:8]([NH2:7])[CH2:9][CH2:10]5)[C:16]4=[N:23][CH:22]=3)[CH:29]=[CH:28][CH:27]=2)=[CH:33]1, predict the reactants needed to synthesize it. The reactants are: C(OC(=O)[NH:7][CH:8]1[CH2:13][CH2:12][CH:11]([NH:14][C:15]2[C:16]3[N:17]([C:21]([C:24]4[CH:29]=[CH:28][CH:27]=[C:26]([NH:30][CH2:31][C:32]5[CH:36]=[CH:35][S:34][CH:33]=5)[N:25]=4)=[CH:22][N:23]=3)[CH:18]=[CH:19][N:20]=2)[CH2:10][CH2:9]1)(C)(C)C. (6) Given the product [NH2:1][C:2]1([C:15]([O:17][CH3:18])=[O:16])[CH2:7][CH2:6][N:5]([C:8]([O:10][C:11]([CH3:12])([CH3:13])[CH3:14])=[O:9])[CH2:4][CH2:3]1, predict the reactants needed to synthesize it. The reactants are: [NH2:1][C:2]1([C:15]([O-:17])=[O:16])[CH2:7][CH2:6][N:5]([C:8]([O:10][C:11]([CH3:14])([CH3:13])[CH3:12])=[O:9])[CH2:4][CH2:3]1.[CH:18](N(C(C)C)CC)(C)C.C[Si](C=[N+]=[N-])(C)C. (7) The reactants are: [CH2:1]([C:5]1([CH2:28][CH2:29][CH2:30][CH3:31])[NH:11][CH:10]([C:12]2[CH:17]=[CH:16][CH:15]=[CH:14][CH:13]=2)[C:9]2[CH:18]=[C:19]([O:24][CH3:25])[C:20]([CH:22]=O)=[CH:21][C:8]=2[S:7](=[O:27])(=[O:26])[CH2:6]1)[CH2:2][CH2:3][CH3:4].[NH2:32][CH:33]([CH2:39][C:40]([O:42][CH3:43])=[O:41])[CH2:34][C:35]([O:37][CH3:38])=[O:36].C(O)(=O)C.C([O-])([O-])=O.[Na+].[Na+]. Given the product [CH2:1]([C:5]1([CH2:28][CH2:29][CH2:30][CH3:31])[NH:11][CH:10]([C:12]2[CH:17]=[CH:16][CH:15]=[CH:14][CH:13]=2)[C:9]2[CH:18]=[C:19]([O:24][CH3:25])[C:20]([CH2:22][NH:32][CH:33]([CH2:34][C:35]([O:37][CH3:38])=[O:36])[CH2:39][C:40]([O:42][CH3:43])=[O:41])=[CH:21][C:8]=2[S:7](=[O:26])(=[O:27])[CH2:6]1)[CH2:2][CH2:3][CH3:4], predict the reactants needed to synthesize it. (8) Given the product [F:1][C:2]1[CH:3]=[CH:4][C:5]([CH2:6][CH2:7][C@H:8]2[CH2:13][C@H:12]([C:14]3[O:18][NH:17][C:16](=[O:19])[CH:15]=3)[CH2:11][CH2:10][NH:9]2)=[CH:24][CH:25]=1, predict the reactants needed to synthesize it. The reactants are: [F:1][C:2]1[CH:25]=[CH:24][C:5]([CH2:6][CH2:7][C@H:8]2[CH2:13][C@H:12]([C:14]3[O:18][NH:17][C:16](=[O:19])[CH:15]=3)[CH2:11][CH2:10][N:9]2C(OC)=O)=[CH:4][CH:3]=1.Br.